This data is from Forward reaction prediction with 1.9M reactions from USPTO patents (1976-2016). The task is: Predict the product of the given reaction. Given the reactants CN(C)C=O.C(N(CC)CC)C.[C:13]1([C:19]#[CH:20])[CH:18]=[CH:17][CH:16]=[CH:15][CH:14]=1.I[C:22]1[CH:28]=[CH:27][C:25]([NH2:26])=[CH:24][CH:23]=1, predict the reaction product. The product is: [C:13]1([C:19]#[C:20][C:22]2[CH:28]=[CH:27][C:25]([NH2:26])=[CH:24][CH:23]=2)[CH:18]=[CH:17][CH:16]=[CH:15][CH:14]=1.